The task is: Predict the reactants needed to synthesize the given product.. This data is from Full USPTO retrosynthesis dataset with 1.9M reactions from patents (1976-2016). (1) The reactants are: [Br:1][C:2]1[CH:7]=[CH:6][C:5](I)=[CH:4][N:3]=1.[N:9]1([C:15]([O:17][C:18]([CH3:21])([CH3:20])[CH3:19])=[O:16])[CH2:14][CH2:13][NH:12][CH2:11][CH2:10]1.CC1(C)C2C(=C(P(C3C=CC=CC=3)C3C=CC=CC=3)C=CC=2)OC2C(P(C3C=CC=CC=3)C3C=CC=CC=3)=CC=CC1=2. Given the product [Br:1][C:2]1[N:3]=[CH:4][C:5]([N:12]2[CH2:11][CH2:10][N:9]([C:15]([O:17][C:18]([CH3:21])([CH3:20])[CH3:19])=[O:16])[CH2:14][CH2:13]2)=[CH:6][CH:7]=1, predict the reactants needed to synthesize it. (2) Given the product [CH3:22][N:12]1[N:11]=[C:10]([C:3]2[C:4]3[C:9](=[CH:8][CH:7]=[CH:6][CH:5]=3)[N:1]([CH2:25][C:26]([OH:28])=[O:27])[CH:2]=2)[C:15]2[CH:16]=[CH:17][CH:18]=[CH:19][C:14]=2[S:13]1(=[O:21])=[O:20], predict the reactants needed to synthesize it. The reactants are: [NH:1]1[C:9]2[C:4](=[CH:5][CH:6]=[CH:7][CH:8]=2)[C:3]([C:10]2[C:15]3[CH:16]=[CH:17][CH:18]=[CH:19][C:14]=3[S:13](=[O:21])(=[O:20])[NH:12][N:11]=2)=[CH:2]1.[CH3:22]I.Br[CH2:25][C:26]([O:28]C(C)(C)C)=[O:27].